This data is from Forward reaction prediction with 1.9M reactions from USPTO patents (1976-2016). The task is: Predict the product of the given reaction. The product is: [NH:4]1[C:5]2[CH:10]=[CH:9][CH:8]=[CH:7][C:6]=2[N:2]=[C:3]1[C:11]([NH:14][C:15]1[CH:20]=[CH:19][C:18]([N:21]2[C:27](=[O:28])[CH2:26][C:25](=[O:29])[NH:24][C:23]3[C:30]4[C:35]([CH:36]=[CH:37][C:22]2=3)=[CH:34][CH:33]=[CH:32][CH:31]=4)=[CH:17][CH:16]=1)=[O:13]. Given the reactants O.[NH:2]1[C:6]2[CH:7]=[CH:8][CH:9]=[CH:10][C:5]=2[N:4]=[C:3]1[C:11]([OH:13])=O.[NH2:14][C:15]1[CH:20]=[CH:19][C:18]([N:21]2[C:27](=[O:28])[CH2:26][C:25](=[O:29])[NH:24][C:23]3[C:30]4[C:35]([CH:36]=[CH:37][C:22]2=3)=[CH:34][CH:33]=[CH:32][CH:31]=4)=[CH:17][CH:16]=1.CN(C)C=O.O.ON1C2C=CC=CC=2N=N1, predict the reaction product.